Task: Predict the reaction yield, written as a fraction of the theoretical maximum amount of product (1.0 means a 100% yield; for example, 0.34 means a 34% yield).. Dataset: Reaction yield outcomes from USPTO patents with 853,638 reactions (1) The reactants are Br[C:2]1[CH:3]=[C:4]2[C:10]([C:11]3[CH:16]=[CH:15][CH:14]=[CH:13][C:12]=3[O:17][CH3:18])=[CH:9][N:8]([CH2:19][O:20][CH2:21][CH2:22][O:23][CH3:24])[C:5]2=[N:6][CH:7]=1.[Cl-].C(C1C=CC=C(C(C)C)[C:30]=1[C:38]1NC=[C:40]([C:43]2C(C(C)C)=CC=CC=2C(C)C)[NH+:39]=1)(C)C.CC(C)([O-:58])C.[K+]. The catalyst is C1C=CC(C#N)=CC=1.C1C=CC(C#N)=CC=1.Cl[Pd]Cl. The product is [CH3:24][O:23][CH2:22][CH2:21][O:20][CH2:19][N:8]1[C:5]2=[N:6][CH:7]=[C:2]([N:39]3[CH2:40][CH2:43][O:58][CH2:30][CH2:38]3)[CH:3]=[C:4]2[C:10]([C:11]2[CH:16]=[CH:15][CH:14]=[CH:13][C:12]=2[O:17][CH3:18])=[CH:9]1. The yield is 0.330. (2) The reactants are [N+:1]([C:4]1[CH:9]=[CH:8][C:7]([NH:10][C:11](=[O:17])[CH2:12][CH2:13][C:14]([OH:16])=O)=[CH:6][C:5]=1[C:18]([F:21])([F:20])[F:19])([O-:3])=[O:2].CC([O-])=O.[Na+]. The catalyst is C(OC(=O)C)(=O)C.O. The product is [N+:1]([C:4]1[CH:9]=[CH:8][C:7]([N:10]2[C:11](=[O:17])[CH2:12][CH2:13][C:14]2=[O:16])=[CH:6][C:5]=1[C:18]([F:21])([F:20])[F:19])([O-:3])=[O:2]. The yield is 0.390. (3) The reactants are Cl.[CH2:2]([O:4][C:5](=[O:14])[CH2:6][C@H:7]1[CH2:12][CH2:11][C@H:10]([NH2:13])[CH2:9][CH2:8]1)[CH3:3].CCN(CC)CC.[C:22](Cl)([CH3:24])=[O:23]. The catalyst is C(Cl)Cl. The product is [CH2:2]([O:4][C:5](=[O:14])[CH2:6][C@H:7]1[CH2:8][CH2:9][C@H:10]([NH:13][C:22](=[O:23])[CH3:24])[CH2:11][CH2:12]1)[CH3:3]. The yield is 0.820. (4) The reactants are [CH:1]1([C@@H:4]([C:18]2[CH:23]=[CH:22][CH:21]=[CH:20][N:19]=2)[NH:5][C:6]([C:8]2[CH:9]=[C:10]3[C:14](=[CH:15][CH:16]=2)[NH:13][N:12]=[C:11]3I)=[O:7])[CH2:3][CH2:2]1.[CH3:24][N:25]1[CH2:30][CH2:29][CH:28]([O:31][C:32]2[CH:37]=[CH:36][C:35](B3OC(C)(C)C(C)(C)O3)=[CH:34][CH:33]=2)[CH2:27][CH2:26]1.C([O-])([O-])=O.[Na+].[Na+]. The catalyst is C1C=CC([P]([Pd]([P](C2C=CC=CC=2)(C2C=CC=CC=2)C2C=CC=CC=2)([P](C2C=CC=CC=2)(C2C=CC=CC=2)C2C=CC=CC=2)[P](C2C=CC=CC=2)(C2C=CC=CC=2)C2C=CC=CC=2)(C2C=CC=CC=2)C2C=CC=CC=2)=CC=1.C1(C)C=CC=CC=1.CCO. The product is [CH:1]1([C@@H:4]([C:18]2[CH:23]=[CH:22][CH:21]=[CH:20][N:19]=2)[NH:5][C:6]([C:8]2[CH:9]=[C:10]3[C:14](=[CH:15][CH:16]=2)[NH:13][N:12]=[C:11]3[C:35]2[CH:36]=[CH:37][C:32]([O:31][CH:28]3[CH2:27][CH2:26][N:25]([CH3:24])[CH2:30][CH2:29]3)=[CH:33][CH:34]=2)=[O:7])[CH2:3][CH2:2]1. The yield is 0.360. (5) The reactants are [C:1]1([C@H:7]2[CH2:11]OS(=O)(=O)[N:8]2[C:14]([O:16][C:17]([CH3:20])([CH3:19])[CH3:18])=[O:15])[CH:6]=[CH:5][CH:4]=[CH:3][CH:2]=1.[CH3:21][NH:22][S:23]([C:26]1[CH:31]=[CH:30][C:29]([N+:32]([O-:34])=[O:33])=[CH:28][CH:27]=1)(=[O:25])=[O:24].C([O-])([O-])=O.[Cs+].[Cs+]. The catalyst is CC#N. The product is [CH3:21][N:22]([S:23]([C:26]1[CH:27]=[CH:28][C:29]([N+:32]([O-:34])=[O:33])=[CH:30][CH:31]=1)(=[O:25])=[O:24])[CH2:11][C@@H:7]([NH:8][C:14](=[O:15])[O:16][C:17]([CH3:18])([CH3:19])[CH3:20])[C:1]1[CH:2]=[CH:3][CH:4]=[CH:5][CH:6]=1. The yield is 0.770. (6) The reactants are [CH3:1][C:2]1[C:6]2[C:7](=[O:19])[N:8]([CH2:11][CH2:12][N:13]3[CH2:18][CH2:17][O:16][CH2:15][CH2:14]3)[CH2:9][CH2:10][C:5]=2[NH:4][C:3]=1[CH:20]=O.[CH3:22][C:23]1[CH:31]=[CH:30][CH:29]=[C:28]2[C:24]=1[CH2:25][C:26](=[O:32])[NH:27]2. No catalyst specified. The product is [CH3:1][C:2]1[C:6]2[C:7](=[O:19])[N:8]([CH2:11][CH2:12][N:13]3[CH2:14][CH2:15][O:16][CH2:17][CH2:18]3)[CH2:9][CH2:10][C:5]=2[NH:4][C:3]=1[CH:20]=[C:25]1[C:24]2[C:28](=[CH:29][CH:30]=[CH:31][C:23]=2[CH3:22])[NH:27][C:26]1=[O:32]. The yield is 0.733. (7) The reactants are Cl[C:2]1[CH:7]=[CH:6][N:5]=[CH:4][C:3]=1[N+:8]([O-:10])=[O:9].[CH3:11][NH2:12].O. The catalyst is ClCCl. The product is [CH3:11][NH:12][C:2]1[CH:7]=[CH:6][N:5]=[CH:4][C:3]=1[N+:8]([O-:10])=[O:9]. The yield is 0.980.